Task: Predict which catalyst facilitates the given reaction.. Dataset: Catalyst prediction with 721,799 reactions and 888 catalyst types from USPTO (1) Reactant: C([O:3][P:4]([CH2:9][CH2:10][N:11]1[CH2:19][CH2:18][CH2:17][NH:16][C:15]2[C:14](=[O:20])[C:13](=[O:21])[C:12]1=2)(=[O:8])[O:5]CC)C.C[Si](Br)(C)C. Product: [CH2:18]1[CH2:19][N:11]([CH2:10][CH2:9][P:4]([OH:5])([OH:8])=[O:3])[C:12]2=[C:13]([OH:21])[C:14](=[O:20])[C:15]2=[N:16][CH2:17]1. The catalyst class is: 11. (2) Reactant: [NH2:1][C@H:2]([C:6]1[CH:11]=[CH:10][C:9]([O:12][CH2:13][C@@H:14]([CH3:17])[CH2:15][CH3:16])=[CH:8][CH:7]=1)[C@H:3]([OH:5])[CH3:4].Cl.C(N([CH2:24][CH3:25])CC)C. Product: [OH:5][C@H:3]([CH3:4])[C@H:2]([NH:1][C:3](=[O:5])[C@H:2]([C:25]1[CH:24]=[CH:10][CH:9]=[CH:8][CH:7]=1)[CH3:6])[C:6]1[CH:7]=[CH:8][C:9]([O:12][CH2:13][C@@H:14]([CH3:17])[CH2:15][CH3:16])=[CH:10][CH:11]=1. The catalyst class is: 4. (3) Reactant: C[O:2][C:3]([C:5]1[S:6][C:7]([C:10]2[N:11]=[C:12]([NH:15][C:16]([O:18][C:19]([CH3:22])([CH3:21])[CH3:20])=[O:17])[S:13][CH:14]=2)=[CH:8][CH:9]=1)=[O:4].CO.[Li+].[OH-]. Product: [C:19]([O:18][C:16]([NH:15][C:12]1[S:13][CH:14]=[C:10]([C:7]2[S:6][C:5]([C:3]([OH:4])=[O:2])=[CH:9][CH:8]=2)[N:11]=1)=[O:17])([CH3:22])([CH3:20])[CH3:21]. The catalyst class is: 1. (4) Reactant: [NH2:1][C:2]1([CH2:11][C:12]([O:14]CC)=O)[CH2:10][C:9]2[C:4](=[CH:5][CH:6]=[CH:7][CH:8]=2)[CH2:3]1.[CH3:17][N:18]1[C:22]2[CH2:23][CH:24]([C:28]([O:30][CH2:31][CH3:32])=[O:29])[CH2:25][C:26](=O)[C:21]=2[N:20]=[C:19]1[CH3:33].O.C1(C)C=CC(S(O)(=O)=O)=CC=1. Product: [CH3:33][C:19]1[N:18]([CH3:17])[C:22]2[CH2:23][CH:24]([C:28]([O:30][CH2:31][CH3:32])=[O:29])[C:25]3[C:12](=[O:14])[CH2:11][C:2]4([NH:1][C:26]=3[C:21]=2[N:20]=1)[CH2:3][C:4]1[C:9](=[CH:8][CH:7]=[CH:6][CH:5]=1)[CH2:10]4. The catalyst class is: 113. (5) Product: [NH:12]1[C:20]2[C:15](=[CH:16][CH:17]=[CH:18][CH:19]=2)[C:14]([CH2:21][NH:11][C:10]2[CH:9]=[CH:8][NH:7][C:6]=2[C:4]([O:3][CH2:1][CH3:2])=[O:5])=[CH:13]1. Reactant: [CH2:1]([O:3][C:4]([C:6]1[NH:7][CH:8]=[CH:9][C:10]=1[NH2:11])=[O:5])[CH3:2].[NH:12]1[C:20]2[C:15](=[CH:16][CH:17]=[CH:18][CH:19]=2)[C:14]([CH:21]=O)=[CH:13]1.[BH3-]C#N.[Na+].CC(O)=O. The catalyst class is: 5. (6) Reactant: [O:1]=[C:2]1[N:7]([C:8]2[CH:13]=[CH:12][CH:11]=[CH:10][CH:9]=2)[C:6]2[S:14][C:15]([C:23](O)=[O:24])=[C:16]([C:17]3[CH:22]=[CH:21][CH:20]=[CH:19][CH:18]=3)[C:5]=2[CH:4]=[CH:3]1.[CH2:26]([NH2:29])[CH:27]=[CH2:28].C(N(CC)CC)C.C(Cl)CCl.Cl. Product: [CH2:26]([NH:29][C:23]([C:15]1[S:14][C:6]2[N:7]([C:8]3[CH:9]=[CH:10][CH:11]=[CH:12][CH:13]=3)[C:2](=[O:1])[CH:3]=[CH:4][C:5]=2[C:16]=1[C:17]1[CH:18]=[CH:19][CH:20]=[CH:21][CH:22]=1)=[O:24])[CH:27]=[CH2:28]. The catalyst class is: 172. (7) Reactant: [NH2:1][C:2]1[N:7]2[N:8]=[CH:9][C:10]([C:11]3[CH:12]=[N:13][C:14]([C:17]4[CH:22]=[CH:21][CH:20]=[CH:19][CH:18]=4)=[CH:15][CH:16]=3)=[C:6]2[N:5]=[C:4]([CH:23]2[CH2:28][CH2:27][CH:26]([CH2:29][C:30]3[O:34][C:33](=[O:35])[NH:32][N:31]=3)[CH2:25][CH2:24]2)[CH:3]=1.FC(F)(F)C([O-])=O.[Br:43]N1C(=O)CCC1=O. Product: [NH2:1][C:2]1[N:7]2[N:8]=[CH:9][C:10]([C:11]3[CH:12]=[N:13][C:14]([C:17]4[CH:18]=[CH:19][CH:20]=[CH:21][CH:22]=4)=[CH:15][CH:16]=3)=[C:6]2[N:5]=[C:4]([CH:23]2[CH2:24][CH2:25][CH:26]([CH2:29][C:30]3[O:34][C:33](=[O:35])[NH:32][N:31]=3)[CH2:27][CH2:28]2)[C:3]=1[Br:43]. The catalyst class is: 23. (8) Reactant: [C:1]([N:8]1[CH2:13][CH2:12][NH:11][CH2:10][CH2:9]1)([O:3][C:4]([CH3:7])([CH3:6])[CH3:5])=[O:2].C(N(CC)CC)C.[S:21]1[CH:25]=[CH:24][CH:23]=[C:22]1[S:26](Cl)(=[O:28])=[O:27]. Product: [C:4]([O:3][C:1]([N:8]1[CH2:9][CH2:10][N:11]([S:26]([C:22]2[S:21][CH:25]=[CH:24][CH:23]=2)(=[O:28])=[O:27])[CH2:12][CH2:13]1)=[O:2])([CH3:7])([CH3:6])[CH3:5]. The catalyst class is: 2. (9) Reactant: [CH:1](=O)[C:2]1C=CC=CC=1.CO[C:11]1[CH:18]=[CH:17][C:14]([CH2:15][NH2:16])=[CH:13][CH:12]=1.FC(F)(F)C(O)=O. Product: [CH:15]1[C:14]2[C:13](=[CH:12][CH:11]=[CH:18][CH:17]=2)[CH:2]=[CH:1][N:16]=1. The catalyst class is: 14. (10) Reactant: CS(O[CH2:6][C@H:7]1[CH2:18][CH2:17][C:16]2[S:15][C:14]3[C:9](=[C:10]([NH:19][CH:20]4[CH2:25][CH2:24][CH:23]([N:26]5[CH2:31][CH2:30][O:29][CH2:28][CH2:27]5)[CH2:22][CH2:21]4)[N:11]=[CH:12][N:13]=3)[C:8]1=2)(=O)=O.[C-:32]#[N:33].[Na+]. Product: [N:26]1([CH:23]2[CH2:24][CH2:25][CH:20]([NH:19][C:10]3[N:11]=[CH:12][N:13]=[C:14]4[C:9]=3[C:8]3[C@@H:7]([CH2:6][C:32]#[N:33])[CH2:18][CH2:17][C:16]=3[S:15]4)[CH2:21][CH2:22]2)[CH2:31][CH2:30][O:29][CH2:28][CH2:27]1. The catalyst class is: 549.